This data is from Cav3 T-type calcium channel HTS with 100,875 compounds. The task is: Binary Classification. Given a drug SMILES string, predict its activity (active/inactive) in a high-throughput screening assay against a specified biological target. (1) The drug is O(C(=O)N1CCC(NCCNC(=O)c2ccccc2)CC1)CC. The result is 0 (inactive). (2) The molecule is Clc1c(OC)c(C(=O)NCC2N(CCC2)CC)c(O)c(Cl)c1. The result is 0 (inactive).